Dataset: Full USPTO retrosynthesis dataset with 1.9M reactions from patents (1976-2016). Task: Predict the reactants needed to synthesize the given product. (1) The reactants are: [OH:1][C:2]1[CH:7]=[C:6](O)[CH:5]=[CH:4][N:3]=1.[F:9][C:10]([F:20])([F:19])[C:11]1[CH:12]=[C:13]([NH:17]N)[CH:14]=[CH:15][CH:16]=1.C1(C)C=CC=CC=1. Given the product [F:9][C:10]([F:19])([F:20])[C:11]1[CH:16]=[CH:15][C:14]2[C:7]3[C:2]([OH:1])=[N:3][CH:4]=[CH:5][C:6]=3[NH:17][C:13]=2[CH:12]=1, predict the reactants needed to synthesize it. (2) Given the product [C:1]([C:5]1[CH:10]=[CH:9][CH:8]=[CH:7][C:6]=1[N:11]1[CH2:12][CH2:13][N:14]([C:17](=[O:27])[CH2:18][CH:19]2[CH2:24][C:23](=[O:25])[N:22]([CH2:47][C:40]([O:41][CH2:29][C:30]3[CH:39]=[CH:38][CH:33]=[CH:32][CH:31]=3)=[O:43])[C:21](=[O:26])[CH2:20]2)[CH2:15][CH2:16]1)([CH3:4])([CH3:2])[CH3:3], predict the reactants needed to synthesize it. The reactants are: [C:1]([C:5]1[CH:10]=[CH:9][CH:8]=[CH:7][C:6]=1[N:11]1[CH2:16][CH2:15][N:14]([C:17](=[O:27])[CH2:18][CH:19]2[CH2:24][C:23](=[O:25])[NH:22][C:21](=[O:26])[CH2:20]2)[CH2:13][CH2:12]1)([CH3:4])([CH3:3])[CH3:2].Br[CH2:29][C:30]1[CH:39]=[CH:38][C:33](C(OC)=O)=[CH:32][CH:31]=1.[C:40](=[O:43])([O-])[O-:41].[K+].[K+].O.[CH3:47]N(C=O)C. (3) Given the product [Cl:23][C:24]1[C:32]([C:33]([F:35])([F:36])[F:34])=[C:31]([F:37])[CH:30]=[CH:29][C:25]=1[C:26]([N:3]1[CH2:4][CH2:5][C:6]2[C:11]([C:12]3[NH:16][N:15]=[CH:14][CH:13]=3)=[N:10][CH:9]=[N:8][C:7]=2[CH:2]1[CH3:1])=[O:27], predict the reactants needed to synthesize it. The reactants are: [CH3:1][CH:2]1[C:7]2[N:8]=[CH:9][N:10]=[C:11]([C:12]3[N:16](C4CCCCO4)[N:15]=[CH:14][CH:13]=3)[C:6]=2[CH2:5][CH2:4][NH:3]1.[Cl:23][C:24]1[C:32]([C:33]([F:36])([F:35])[F:34])=[C:31]([F:37])[CH:30]=[CH:29][C:25]=1[C:26](O)=[O:27].CCN=C=NCCCN(C)C.C1C=CC2N(O)N=NC=2C=1.C(O)(C(F)(F)F)=O.C([SiH](CC)CC)C. (4) Given the product [C:1]1([C:22]2[CH:27]=[CH:26][CH:25]=[CH:24][CH:23]=2)[CH:6]=[CH:5][C:4]([CH2:7][NH:8][C:9]2[N:17]=[C:16]([NH:28][C@H:29]([CH2:32][CH3:33])[CH2:30][OH:31])[N:15]=[C:14]3[C:10]=2[N:11]=[CH:12][N:13]3[CH2:19][CH2:20][CH3:21])=[CH:3][CH:2]=1, predict the reactants needed to synthesize it. The reactants are: [C:1]1([C:22]2[CH:27]=[CH:26][CH:25]=[CH:24][CH:23]=2)[CH:6]=[CH:5][C:4]([CH2:7][NH:8][C:9]2[N:17]=[C:16](Cl)[N:15]=[C:14]3[C:10]=2[N:11]=[CH:12][N:13]3[CH2:19][CH2:20][CH3:21])=[CH:3][CH:2]=1.[NH2:28][C@H:29]([CH2:32][CH3:33])[CH2:30][OH:31].CCOCC. (5) The reactants are: [C:1]([O:6][C:7]1[CH:12]=[CH:11][C:10](O)=[CH:9][CH:8]=1)(=O)[C:2](C)=C.[C:14]([O-:19])(=O)[C:15](C)=[CH2:16].C(O)(=O)C(C)=C.[N:26]([C:33](C)(C)C#N)=NC(C)(C)C#N. Given the product [CH3:12][CH:11]([NH:26][CH3:33])[CH2:10][C:9]1[CH:16]=[CH:15][C:14]2[O:19][CH2:2][CH2:1][O:6][C:7]=2[CH:8]=1, predict the reactants needed to synthesize it.